Dataset: hERG Central: cardiac toxicity at 1µM, 10µM, and general inhibition. Task: Predict hERG channel inhibition at various concentrations. (1) The compound is COc1ccc(S(=O)(=O)N2CCOC23CCN(S(=O)(=O)c2ccc([N+](=O)[O-])cc2)CC3)cc1. Results: hERG_inhib (hERG inhibition (general)): blocker. (2) The molecule is CCOc1ccc(CCNC(=O)/C=C/c2ccco2)cc1OCC. Results: hERG_inhib (hERG inhibition (general)): blocker. (3) The compound is O=C(O)C(=O)O.O=[N+]([O-])c1ccc(Oc2ccc(C(F)(F)F)cn2)cc1. Results: hERG_inhib (hERG inhibition (general)): blocker. (4) The molecule is CN1CCN(CC(=O)Nc2ccc(OC(F)(F)F)cc2)CC1.Cl. Results: hERG_inhib (hERG inhibition (general)): blocker. (5) The compound is N#C/C(=C\c1c(N2CCOCC2)nc2ccccn2c1=O)S(=O)(=O)c1ccccc1. Results: hERG_inhib (hERG inhibition (general)): blocker. (6) The molecule is CC(C)Cc1ccc(CN2CCCC(NC(=O)c3ccoc3)C2)cc1. Results: hERG_inhib (hERG inhibition (general)): blocker. (7) The compound is COc1ccc(CN2CCCC(C(=O)c3ccc4c(c3)OCO4)C2)c(F)c1. Results: hERG_inhib (hERG inhibition (general)): blocker. (8) The compound is Cn1cc(CN2CCC(C(=O)Nc3cccc(-c4cccc(F)c4)c3)CC2)cn1. Results: hERG_inhib (hERG inhibition (general)): blocker. (9) The compound is Cc1ccc(-c2cc(-c3ccccc3)cc(-c3ccccc3)[n+]2-c2ccccc2)cc1.[O-][Cl+3]([O-])([O-])[O-]. Results: hERG_inhib (hERG inhibition (general)): blocker.